From a dataset of Forward reaction prediction with 1.9M reactions from USPTO patents (1976-2016). Predict the product of the given reaction. (1) Given the reactants [Br:1][C:2]1[C:3](O)=[N:4][CH:5]=[C:6]([N+:8]([O-:10])=[O:9])[CH:7]=1.P(Br)(Br)([Br:14])=O.P(Br)(Br)Br, predict the reaction product. The product is: [Br:14][C:3]1[C:2]([Br:1])=[CH:7][C:6]([N+:8]([O-:10])=[O:9])=[CH:5][N:4]=1. (2) Given the reactants Cl[C:2]1[C:11]2[C:6](=[CH:7][CH:8]=[C:9](I)[CH:10]=2)[N:5]=[CH:4][N:3]=1.[NH2:13][C:14]1[CH:19]=[N:18][CH:17]=[CH:16][N:15]=1.[SH:20][C:21]1[N:25]([CH3:26])[CH:24]=[N:23][N:22]=1, predict the reaction product. The product is: [CH3:26][N:25]1[CH:24]=[N:23][N:22]=[C:21]1[S:20][C:9]1[CH:10]=[C:11]2[C:6](=[CH:7][CH:8]=1)[N:5]=[CH:4][N:3]=[C:2]2[NH:13][C:14]1[CH:19]=[N:18][CH:17]=[CH:16][N:15]=1. (3) The product is: [C:36]([C:39]1[O:29][N:28]=[C:26]([C:22]2[CH:21]=[C:20]3[C:25](=[CH:24][CH:23]=2)[N:17]([C:14]2[CH:13]=[CH:12][C:11]([NH:10][C:9]([NH:8][C:5]4[CH:6]=[CH:7][C:2]([Cl:1])=[C:3]([C:31]([F:34])([F:32])[F:33])[CH:4]=4)=[O:30])=[CH:16][CH:15]=2)[CH:18]=[CH:19]3)[N:27]=1)([CH3:38])([CH3:37])[CH3:35]. Given the reactants [Cl:1][C:2]1[CH:7]=[CH:6][C:5]([NH:8][C:9](=[O:30])[NH:10][C:11]2[CH:16]=[CH:15][C:14]([N:17]3[C:25]4[C:20](=[CH:21][C:22]([C:26]([NH:28][OH:29])=[NH:27])=[CH:23][CH:24]=4)[CH:19]=[CH:18]3)=[CH:13][CH:12]=2)=[CH:4][C:3]=1[C:31]([F:34])([F:33])[F:32].[C:35](O[C:35](=O)[C:36]([CH3:39])([CH3:38])[CH3:37])(=O)[C:36]([CH3:39])([CH3:38])[CH3:37], predict the reaction product. (4) Given the reactants [OH:1][C:2]1[CH:9]=[CH:8][C:5]([CH:6]=[O:7])=[CH:4][CH:3]=1.[F:10][C:11]1[CH:12]=[C:13]([CH:16]=[CH:17][C:18]=1F)[C:14]#[N:15].C(=O)([O-])[O-].[K+].[K+], predict the reaction product. The product is: [F:10][C:11]1[CH:12]=[C:13]([CH:16]=[CH:17][C:18]=1[O:1][C:2]1[CH:9]=[CH:8][C:5]([CH:6]=[O:7])=[CH:4][CH:3]=1)[C:14]#[N:15].